This data is from NCI-60 drug combinations with 297,098 pairs across 59 cell lines. The task is: Regression. Given two drug SMILES strings and cell line genomic features, predict the synergy score measuring deviation from expected non-interaction effect. (1) Drug 1: CCC1=CC2CC(C3=C(CN(C2)C1)C4=CC=CC=C4N3)(C5=C(C=C6C(=C5)C78CCN9C7C(C=CC9)(C(C(C8N6C)(C(=O)OC)O)OC(=O)C)CC)OC)C(=O)OC.C(C(C(=O)O)O)(C(=O)O)O. Drug 2: CCCCCOC(=O)NC1=NC(=O)N(C=C1F)C2C(C(C(O2)C)O)O. Cell line: ACHN. Synergy scores: CSS=33.7, Synergy_ZIP=-5.21, Synergy_Bliss=0.504, Synergy_Loewe=-32.6, Synergy_HSA=-0.350. (2) Drug 1: C1=CC(=CC=C1C#N)C(C2=CC=C(C=C2)C#N)N3C=NC=N3. Drug 2: CN1C2=C(C=C(C=C2)N(CCCl)CCCl)N=C1CCCC(=O)O.Cl. Cell line: UACC-257. Synergy scores: CSS=6.28, Synergy_ZIP=-0.872, Synergy_Bliss=-2.33, Synergy_Loewe=3.27, Synergy_HSA=-2.72. (3) Drug 1: CC1OCC2C(O1)C(C(C(O2)OC3C4COC(=O)C4C(C5=CC6=C(C=C35)OCO6)C7=CC(=C(C(=C7)OC)O)OC)O)O. Drug 2: CC1=C(N=C(N=C1N)C(CC(=O)N)NCC(C(=O)N)N)C(=O)NC(C(C2=CN=CN2)OC3C(C(C(C(O3)CO)O)O)OC4C(C(C(C(O4)CO)O)OC(=O)N)O)C(=O)NC(C)C(C(C)C(=O)NC(C(C)O)C(=O)NCCC5=NC(=CS5)C6=NC(=CS6)C(=O)NCCC[S+](C)C)O. Cell line: SK-MEL-5. Synergy scores: CSS=22.4, Synergy_ZIP=-6.27, Synergy_Bliss=2.79, Synergy_Loewe=-0.124, Synergy_HSA=2.79. (4) Drug 1: C1CCC(C1)C(CC#N)N2C=C(C=N2)C3=C4C=CNC4=NC=N3. Drug 2: CCC1(C2=C(COC1=O)C(=O)N3CC4=CC5=C(C=CC(=C5CN(C)C)O)N=C4C3=C2)O.Cl. Cell line: RXF 393. Synergy scores: CSS=9.21, Synergy_ZIP=-3.52, Synergy_Bliss=-2.14, Synergy_Loewe=-5.08, Synergy_HSA=-1.84. (5) Drug 1: CC12CCC3C(C1CCC2=O)CC(=C)C4=CC(=O)C=CC34C. Drug 2: C1CNP(=O)(OC1)N(CCCl)CCCl. Cell line: SK-OV-3. Synergy scores: CSS=18.9, Synergy_ZIP=3.74, Synergy_Bliss=5.18, Synergy_Loewe=-11.8, Synergy_HSA=2.54. (6) Drug 1: CC12CCC(CC1=CCC3C2CCC4(C3CC=C4C5=CN=CC=C5)C)O. Drug 2: CCC1(C2=C(COC1=O)C(=O)N3CC4=CC5=C(C=CC(=C5CN(C)C)O)N=C4C3=C2)O.Cl. Cell line: MOLT-4. Synergy scores: CSS=68.7, Synergy_ZIP=0.261, Synergy_Bliss=1.06, Synergy_Loewe=-36.3, Synergy_HSA=1.66. (7) Drug 1: CC1=C(C=C(C=C1)NC2=NC=CC(=N2)N(C)C3=CC4=NN(C(=C4C=C3)C)C)S(=O)(=O)N.Cl. Drug 2: CC1=C2C(C(=O)C3(C(CC4C(C3C(C(C2(C)C)(CC1OC(=O)C(C(C5=CC=CC=C5)NC(=O)OC(C)(C)C)O)O)OC(=O)C6=CC=CC=C6)(CO4)OC(=O)C)O)C)O. Cell line: K-562. Synergy scores: CSS=67.4, Synergy_ZIP=15.7, Synergy_Bliss=12.4, Synergy_Loewe=-4.96, Synergy_HSA=12.1. (8) Drug 1: C1=CN(C(=O)N=C1N)C2C(C(C(O2)CO)O)O.Cl. Drug 2: C1CNP(=O)(OC1)N(CCCl)CCCl. Cell line: SK-MEL-5. Synergy scores: CSS=14.0, Synergy_ZIP=-3.21, Synergy_Bliss=1.93, Synergy_Loewe=-7.43, Synergy_HSA=0.769. (9) Drug 1: C1=NC2=C(N=C(N=C2N1C3C(C(C(O3)CO)O)O)F)N. Drug 2: C1C(C(OC1N2C=NC3=C2NC=NCC3O)CO)O. Cell line: OVCAR-5. Synergy scores: CSS=4.36, Synergy_ZIP=-0.804, Synergy_Bliss=0.503, Synergy_Loewe=0.155, Synergy_HSA=0.167. (10) Drug 2: CC1C(C(CC(O1)OC2CC(OC(C2O)C)OC3=CC4=CC5=C(C(=O)C(C(C5)C(C(=O)C(C(C)O)O)OC)OC6CC(C(C(O6)C)O)OC7CC(C(C(O7)C)O)OC8CC(C(C(O8)C)O)(C)O)C(=C4C(=C3C)O)O)O)O. Cell line: A549. Drug 1: C1=C(C(=O)NC(=O)N1)F. Synergy scores: CSS=50.7, Synergy_ZIP=4.70, Synergy_Bliss=0.560, Synergy_Loewe=0.296, Synergy_HSA=0.518.